From a dataset of Catalyst prediction with 721,799 reactions and 888 catalyst types from USPTO. Predict which catalyst facilitates the given reaction. (1) Reactant: [CH2:1]([O:8][C:9](=[O:47])[C@@H:10]([NH:23][C:24](=[O:46])[C@@H:25]([NH:38]C(OC(C)(C)C)=O)[CH2:26][CH2:27][CH2:28][CH2:29][NH:30]C(OC(C)(C)C)=O)[CH2:11][CH2:12][CH2:13][CH2:14][NH:15]C(OC(C)(C)C)=O)[C:2]1[CH:7]=[CH:6][CH:5]=[CH:4][CH:3]=1.[ClH:48]. Product: [ClH:48].[ClH:48].[ClH:48].[CH2:1]([O:8][C:9](=[O:47])[C@@H:10]([NH:23][C:24](=[O:46])[C@@H:25]([NH2:38])[CH2:26][CH2:27][CH2:28][CH2:29][NH2:30])[CH2:11][CH2:12][CH2:13][CH2:14][NH2:15])[C:2]1[CH:7]=[CH:6][CH:5]=[CH:4][CH:3]=1. The catalyst class is: 12. (2) Reactant: FC(F)(F)C1C=CC([N:9]2[CH2:14][CH2:13][CH:12]([C:15]([O:17]CC)=[O:16])[CH2:11][CH2:10]2)=NC=1.[OH-].[K+]. Product: [NH:9]1[CH2:14][CH2:13][CH:12]([C:15]([OH:17])=[O:16])[CH2:11][CH2:10]1. The catalyst class is: 24. (3) Reactant: [CH3:1][O:2][C:3]1[CH:4]=[C:5]2[C:10](=[CH:11][CH:12]=1)[C:9]([O:13][C:14]1[CH:19]=[CH:18][C:17]([O:20][CH2:21][CH2:22][N:23]3[CH2:28][CH2:27][CH2:26][CH2:25][CH2:24]3)=[CH:16][CH:15]=1)=[C:8]([C:29]1[S:33][C:32]([C:34](O)([CH3:36])[CH3:35])=[CH:31][CH:30]=1)[CH:7]=[CH:6]2.C([SiH](CC)CC)C.FC(F)(F)C(O)=O. Product: [CH:34]([C:32]1[S:33][C:29]([C:8]2[CH:7]=[CH:6][C:5]3[C:10](=[CH:11][CH:12]=[C:3]([O:2][CH3:1])[CH:4]=3)[C:9]=2[O:13][C:14]2[CH:15]=[CH:16][C:17]([O:20][CH2:21][CH2:22][N:23]3[CH2:28][CH2:27][CH2:26][CH2:25][CH2:24]3)=[CH:18][CH:19]=2)=[CH:30][CH:31]=1)([CH3:36])[CH3:35]. The catalyst class is: 4. (4) Product: [C:1]([O:5][C:6]([N:8]1[CH2:13][CH2:12][N:11]([C:14]2[N:19]=[C:18]([C:20]3[CH:25]=[CH:24][N:23]=[C:22]([NH:26][CH:27]4[CH2:32][CH2:31][CH2:30][CH2:29][CH2:28]4)[CH:21]=3)[CH:17]=[C:16]([CH2:33][N:35]=[N+:36]=[N-:37])[CH:15]=2)[CH2:10][CH2:9]1)=[O:7])([CH3:4])([CH3:3])[CH3:2]. Reactant: [C:1]([O:5][C:6]([N:8]1[CH2:13][CH2:12][N:11]([C:14]2[N:19]=[C:18]([C:20]3[CH:25]=[CH:24][N:23]=[C:22]([NH:26][CH:27]4[CH2:32][CH2:31][CH2:30][CH2:29][CH2:28]4)[CH:21]=3)[CH:17]=[C:16]([CH2:33]Br)[CH:15]=2)[CH2:10][CH2:9]1)=[O:7])([CH3:4])([CH3:3])[CH3:2].[N-:35]=[N+:36]=[N-:37].[Na+].C(Cl)Cl. The catalyst class is: 16. (5) Reactant: [NH2:1][CH2:2][CH2:3][CH2:4][C:5]([OH:7])=[O:6].[CH:8](=O)[C:9]1[CH:14]=[CH:13][C:12]([O:15][CH3:16])=[CH:11][CH:10]=1.S([O-])([O-])(=O)=O.[Mg+2].[BH4-].[Na+]. Product: [CH3:16][O:15][C:12]1[CH:13]=[CH:14][C:9]([CH2:8][NH:1][CH2:2][CH2:3][CH2:4][C:5]([OH:7])=[O:6])=[CH:10][CH:11]=1. The catalyst class is: 8.